From a dataset of Full USPTO retrosynthesis dataset with 1.9M reactions from patents (1976-2016). Predict the reactants needed to synthesize the given product. (1) Given the product [OH:1][C@H:2]1[CH2:10][C:9]2[C:4](=[CH:5][CH:6]=[CH:7][CH:8]=2)[C@H:3]1[C:11]([O:13][CH3:14])=[O:12], predict the reactants needed to synthesize it. The reactants are: [O:1]=[C:2]1[CH2:10][C:9]2[C:4](=[CH:5][CH:6]=[CH:7][CH:8]=2)[CH:3]1[C:11]([O:13][CH3:14])=[O:12]. (2) Given the product [N+:8]([C:5]1[CH:6]=[CH:7][C:2]([N:11]2[CH2:15][CH2:14][CH2:13][CH2:12]2)=[CH:3][CH:4]=1)([O-:10])=[O:9], predict the reactants needed to synthesize it. The reactants are: F[C:2]1[CH:7]=[CH:6][C:5]([N+:8]([O-:10])=[O:9])=[CH:4][CH:3]=1.[NH:11]1[CH2:15][CH2:14][CH2:13][CH2:12]1.C(N(CC)CC)C. (3) Given the product [OH2:4].[BrH:17].[NH2:1][C@@H:2]([C:13]([CH3:16])([CH3:15])[CH3:14])[C:3]([N:5]1[CH2:9][C@@H:8]([F:10])[CH2:7][C@H:6]1[C:11]#[N:12])=[O:4], predict the reactants needed to synthesize it. The reactants are: [NH2:1][C@@H:2]([C:13]([CH3:16])([CH3:15])[CH3:14])[C:3]([N:5]1[CH2:9][C@@H:8]([F:10])[CH2:7][C@H:6]1[C:11]#[N:12])=[O:4].[BrH:17].C(OC(C)C)(C)C.